From a dataset of Reaction yield outcomes from USPTO patents with 853,638 reactions. Predict the reaction yield, written as a fraction of the theoretical maximum amount of product (1.0 means a 100% yield; for example, 0.34 means a 34% yield). (1) The reactants are Cl[C:2]1[N:7]=[C:6]([C:8]2[NH:9][C:10]3[C:15]([CH:16]=2)=[C:14]([F:17])[CH:13]=[CH:12][CH:11]=3)[C:5]([CH:18]=[CH:19][CH2:20][CH2:21][OH:22])=[CH:4][CH:3]=1.[F:23][C:24]1[CH:29]=[CH:28][C:27]([C:30]2[O:31][C:32]3[CH:42]=[C:41]([N:43]([CH3:48])[S:44]([CH3:47])(=[O:46])=[O:45])[C:40](B(O)O)=[CH:39][C:33]=3[C:34]=2[C:35](=[O:38])[NH:36][CH3:37])=[CH:26][CH:25]=1.C([O-])([O-])=O.[Na+].[Na+]. The catalyst is O1CCOCC1.CN(C=O)C.O.C1C=CC(/C=C/C(/C=C/C2C=CC=CC=2)=O)=CC=1.C1C=CC(/C=C/C(/C=C/C2C=CC=CC=2)=O)=CC=1.C1C=CC(/C=C/C(/C=C/C2C=CC=CC=2)=O)=CC=1.[Pd].[Pd].CC(C1C=C(C(C)C)C(C2C=CC=CC=2P(C2CCCCC2)C2CCCCC2)=C(C(C)C)C=1)C. The product is [F:17][C:14]1[CH:13]=[CH:12][CH:11]=[C:10]2[C:15]=1[CH:16]=[C:8]([C:6]1[N:7]=[C:2]([C:40]3[C:41]([N:43]([CH3:48])[S:44]([CH3:47])(=[O:46])=[O:45])=[CH:42][C:32]4[O:31][C:30]([C:27]5[CH:28]=[CH:29][C:24]([F:23])=[CH:25][CH:26]=5)=[C:34]([C:35]([NH:36][CH3:37])=[O:38])[C:33]=4[CH:39]=3)[CH:3]=[CH:4][C:5]=1[CH:18]=[CH:19][CH2:20][CH2:21][OH:22])[NH:9]2. The yield is 0.520. (2) The catalyst is C1C=CC(/C=C/C(/C=C/C2C=CC=CC=2)=O)=CC=1.C1C=CC(/C=C/C(/C=C/C2C=CC=CC=2)=O)=CC=1.C1C=CC(/C=C/C(/C=C/C2C=CC=CC=2)=O)=CC=1.[Pd].[Pd].O1CCOCC1. The product is [Br:20][C:18]1[CH:19]=[C:14]([NH:1][C:2]2[N:7]=[CH:6][C:5]([C:8]([CH3:12])([CH3:11])[C:9]#[N:10])=[CH:4][CH:3]=2)[C:15](=[O:22])[N:16]([CH3:21])[CH:17]=1. The reactants are [NH2:1][C:2]1[N:7]=[CH:6][C:5]([C:8]([CH3:12])([CH3:11])[C:9]#[N:10])=[CH:4][CH:3]=1.Br[C:14]1[C:15](=[O:22])[N:16]([CH3:21])[CH:17]=[C:18]([Br:20])[CH:19]=1.CC1(C)C2C(=C(P(C3C=CC=CC=3)C3C=CC=CC=3)C=CC=2)OC2C(P(C3C=CC=CC=3)C3C=CC=CC=3)=CC=CC1=2.C(=O)([O-])[O-].[Cs+].[Cs+]. The yield is 0.380. (3) The reactants are [NH2:1][C:2]1[CH:7]=[C:6]([Cl:8])[CH:5]=[CH:4][C:3]=1[SH:9].Cl[CH2:11][C:12]1[N:13]=[CH:14][N:15]([CH2:17][CH2:18][CH3:19])[CH:16]=1.C([O-])([O-])=O.[K+].[K+]. The catalyst is CN(C=O)C. The product is [Cl:8][C:6]1[CH:5]=[CH:4][C:3]([S:9][CH2:11][C:12]2[N:13]=[CH:14][N:15]([CH2:17][CH2:18][CH3:19])[CH:16]=2)=[C:2]([CH:7]=1)[NH2:1]. The yield is 0.670. (4) The reactants are [NH2:1][C:2]1[C:3]([O:14][CH3:15])=[N:4][C:5]2[C:10]([N:11]=1)=[CH:9][C:8]([O:12][CH3:13])=[CH:7][CH:6]=2.Cl[C:17]([O:19][CH2:20][CH3:21])=[O:18].N1C=CC=CC=1. The catalyst is ClCCl. The product is [CH3:15][O:14][C:3]1[C:2]([NH:1][C:17](=[O:18])[O:19][CH2:20][CH3:21])=[N:11][C:10]2[C:5](=[CH:6][CH:7]=[C:8]([O:12][CH3:13])[CH:9]=2)[N:4]=1. The yield is 0.960. (5) The reactants are [CH2:1]([N:8]1[C:18]2[C:13](=[CH:14][C:15]([O:19]C)=[CH:16][CH:17]=2)[C:11](=[O:12])[C:9]1=[O:10])[C:2]1[CH:7]=[CH:6][CH:5]=[CH:4][CH:3]=1.[Cl-].[Al+3].[Cl-].[Cl-].O. The catalyst is ClCCl. The product is [CH2:1]([N:8]1[C:18]2[C:13](=[CH:14][C:15]([OH:19])=[CH:16][CH:17]=2)[C:11](=[O:12])[C:9]1=[O:10])[C:2]1[CH:3]=[CH:4][CH:5]=[CH:6][CH:7]=1. The yield is 0.780. (6) The reactants are Br[C:2]1[CH:29]=[CH:28][C:5]([CH2:6][O:7][C:8]2[CH:9]=[N:10][C:11]([N:14]3[CH2:19][CH2:18][N:17]([C:20]([O:22][C:23]([CH3:26])([CH3:25])[CH3:24])=[O:21])[CH2:16][C@H:15]3[CH3:27])=[N:12][CH:13]=2)=[C:4]([F:30])[CH:3]=1.[Na+].[CH3:32][S:33]([O-:35])=[O:34].N1CCC[C@H]1C(O)=O.[OH-].[Na+]. The catalyst is CS(C)=O.[Cu]I. The product is [F:30][C:4]1[CH:3]=[C:2]([S:33]([CH3:32])(=[O:35])=[O:34])[CH:29]=[CH:28][C:5]=1[CH2:6][O:7][C:8]1[CH:9]=[N:10][C:11]([N:14]2[CH2:19][CH2:18][N:17]([C:20]([O:22][C:23]([CH3:26])([CH3:25])[CH3:24])=[O:21])[CH2:16][C@H:15]2[CH3:27])=[N:12][CH:13]=1. The yield is 0.580.